From a dataset of Catalyst prediction with 721,799 reactions and 888 catalyst types from USPTO. Predict which catalyst facilitates the given reaction. (1) Reactant: [CH3:1][N:2]([CH:10]1[CH2:15][CH2:14][C:13](=O)[CH2:12][CH2:11]1)[C:3](=[O:9])[O:4][C:5]([CH3:8])([CH3:7])[CH3:6].C1(C)C(S([CH2:26][N+:27]#[C-])(=O)=O)=CC=CC=1.CC(C)([O-])C.[K+]. Product: [CH3:1][N:2]([CH:10]1[CH2:15][CH2:14][CH:13]([C:26]#[N:27])[CH2:12][CH2:11]1)[C:3](=[O:9])[O:4][C:5]([CH3:8])([CH3:7])[CH3:6]. The catalyst class is: 7. (2) Reactant: [CH3:1][S:2](Cl)(=[O:4])=[O:3].[CH:6]([NH:10][C:11]1[CH:12]=[C:13]([CH:17]=[C:18]([OH:20])[N:19]=1)[C:14]([OH:16])=[O:15])([CH2:8][CH3:9])[CH3:7].[CH2:21](N(CC)CC)C. Product: [CH3:21][O:15][C:14](=[O:16])[C:13]1[CH:17]=[C:18]([O:20][S:2]([CH3:1])(=[O:4])=[O:3])[N:19]=[C:11]([NH:10][CH:6]([CH2:8][CH3:9])[CH3:7])[CH:12]=1. The catalyst class is: 4. (3) Reactant: [CH2:1]([O:3][CH:4]([O:10][CH2:11][CH3:12])[C:5]1[O:6][CH:7]=[CH:8][CH:9]=1)[CH3:2].[Li]CCCC.C([O:21][B:22](OC(C)C)[O:23]C(C)C)(C)C.C(O)(=O)C. Product: [CH2:11]([O:10][CH:4]([O:3][CH2:1][CH3:2])[C:5]1[O:6][C:7]([B:22]([OH:23])[OH:21])=[CH:8][CH:9]=1)[CH3:12]. The catalyst class is: 149. (4) Reactant: [CH3:1][O:2][C:3]([C:5]1[C:6]([OH:23])=[C:7]2[C:12](=[CH:13][N:14]=1)[N:11]([CH2:15][CH:16]1[CH2:20][CH2:19][CH2:18][CH2:17]1)[C:10](=[O:21])[C:9](Br)=[CH:8]2)=[O:4].[C:24]1([Sn](CCCC)(CCCC)CCCC)[CH:29]=[CH:28][CH:27]=[CH:26][CH:25]=1.CCOC(C)=O.Cl. Product: [CH3:1][O:2][C:3]([C:5]1[C:6]([OH:23])=[C:7]2[C:12](=[CH:13][N:14]=1)[N:11]([CH2:15][CH:16]1[CH2:20][CH2:19][CH2:18][CH2:17]1)[C:10](=[O:21])[C:9]([C:24]1[CH:29]=[CH:28][CH:27]=[CH:26][CH:25]=1)=[CH:8]2)=[O:4]. The catalyst class is: 510. (5) Reactant: [F:1][C:2]1[CH:3]=[C:4]([CH2:23][CH2:24][C:25]([O:27][CH2:28][CH3:29])=[O:26])[CH:5]=[C:6]([C@H:9]([OH:22])[CH2:10]OS(C2C=CC(C)=CC=2)(=O)=O)[C:7]=1[F:8].C(=O)([O-])[O-].[K+].[K+]. Product: [F:1][C:2]1[CH:3]=[C:4]([CH2:23][CH2:24][C:25]([O:27][CH2:28][CH3:29])=[O:26])[CH:5]=[C:6]([C@H:9]2[CH2:10][O:22]2)[C:7]=1[F:8]. The catalyst class is: 8.